From a dataset of Forward reaction prediction with 1.9M reactions from USPTO patents (1976-2016). Predict the product of the given reaction. (1) Given the reactants [CH2:1]([C:8]1[S:9][C:10]2[N:11]=[CH:12][N:13]=[C:14](Cl)[C:15]=2[N:16]=1)[C:2]1[CH:7]=[CH:6][CH:5]=[CH:4][CH:3]=1.[NH:18]1[C:26]2[C:21](=[CH:22][C:23]([NH2:27])=[CH:24][CH:25]=2)[CH:20]=[N:19]1, predict the reaction product. The product is: [CH2:1]([C:8]1[S:9][C:10]2[N:11]=[CH:12][N:13]=[C:14]([NH:27][C:23]3[CH:22]=[C:21]4[C:26](=[CH:25][CH:24]=3)[NH:18][N:19]=[CH:20]4)[C:15]=2[N:16]=1)[C:2]1[CH:7]=[CH:6][CH:5]=[CH:4][CH:3]=1. (2) Given the reactants Cl[C:2](=[N:8][OH:9])[C:3]([O:5][CH2:6][CH3:7])=[O:4].[Br:10][CH2:11][C:12]#[CH:13].C(=O)(O)[O-].[Na+].O, predict the reaction product. The product is: [Br:10][CH2:11][C:12]1[O:9][N:8]=[C:2]([C:3]([O:5][CH2:6][CH3:7])=[O:4])[CH:13]=1. (3) Given the reactants C([Li])CCC.[CH3:6][C:7]1[N:8]([C:13]2[CH:18]=[C:17]([CH3:19])[CH:16]=[C:15]([CH3:20])[N:14]=2)[C:9]([CH3:12])=[CH:10][CH:11]=1.[Cl:21]C(Cl)(Cl)C(Cl)(Cl)Cl.[Cl-].[NH4+], predict the reaction product. The product is: [Cl:21][CH2:20][C:15]1[CH:16]=[C:17]([CH3:19])[CH:18]=[C:13]([N:8]2[C:7]([CH3:6])=[CH:11][CH:10]=[C:9]2[CH3:12])[N:14]=1. (4) Given the reactants [CH3:1][N:2]1[CH2:7][CH2:6][N:5]([CH2:8][C:9]2([C:15]3[CH:20]=[CH:19][C:18]([OH:21])=[CH:17][CH:16]=3)[CH2:14][CH2:13][O:12][CH2:11][CH2:10]2)[CH2:4][CH2:3]1.[CH:22]([N:25]1[CH2:30][CH2:29][CH:28](O)[CH2:27][CH2:26]1)([CH3:24])[CH3:23].C1C=CC(P(C2C=CC=CC=2)C2C=CC=CC=2)=CC=1.CC(OC(/N=N/C(OC(C)C)=O)=O)C, predict the reaction product. The product is: [CH:22]([N:25]1[CH2:30][CH2:29][CH:28]([O:21][C:18]2[CH:17]=[CH:16][C:15]([C:9]3([CH2:8][N:5]4[CH2:4][CH2:3][N:2]([CH3:1])[CH2:7][CH2:6]4)[CH2:10][CH2:11][O:12][CH2:13][CH2:14]3)=[CH:20][CH:19]=2)[CH2:27][CH2:26]1)([CH3:24])[CH3:23]. (5) Given the reactants Br[C:2]1[C:11]2[C:6](=[CH:7][C:8]([C:12]3[CH:17]=[CH:16][CH:15]=[C:14]([OH:18])[CH:13]=3)=[CH:9][CH:10]=2)[CH:5]=[CH:4][C:3]=1[OH:19].[O:20]1[CH2:25][CH2:24][N:23]([C:26]2[CH:31]=[CH:30][C:29](OB(O)O)=[CH:28][CH:27]=2)[CH2:22][CH2:21]1, predict the reaction product. The product is: [OH:18][C:14]1[CH:13]=[C:12]([C:8]2[CH:9]=[C:10]3[C:5](=[CH:6][CH:7]=2)[C:4]([C:29]2[CH:28]=[CH:27][C:26]([N:23]4[CH2:22][CH2:21][O:20][CH2:25][CH2:24]4)=[CH:31][CH:30]=2)=[C:3]([OH:19])[CH:2]=[CH:11]3)[CH:17]=[CH:16][CH:15]=1.